This data is from Reaction yield outcomes from USPTO patents with 853,638 reactions. The task is: Predict the reaction yield, written as a fraction of the theoretical maximum amount of product (1.0 means a 100% yield; for example, 0.34 means a 34% yield). (1) The reactants are Cl[C:2]1[CH:7]=[CH:6][N:5]2[N:8]=[C:9]([CH3:12])[C:10]([CH3:11])=[C:4]2[N:3]=1.[CH2:13]([Sn](CCCC)(CCCC)C=C)[CH2:14]CC. The catalyst is CN(C=O)C.C1C=CC([P]([Pd]([P](C2C=CC=CC=2)(C2C=CC=CC=2)C2C=CC=CC=2)([P](C2C=CC=CC=2)(C2C=CC=CC=2)C2C=CC=CC=2)[P](C2C=CC=CC=2)(C2C=CC=CC=2)C2C=CC=CC=2)(C2C=CC=CC=2)C2C=CC=CC=2)=CC=1. The product is [CH3:12][C:9]1[C:10]([CH3:11])=[C:4]2[N:3]=[C:2]([CH:13]=[CH2:14])[CH:7]=[CH:6][N:5]2[N:8]=1. The yield is 0.450. (2) The reactants are [F:1][C:2]1[CH:3]=[C:4]([S:10](Cl)(=[O:12])=[O:11])[CH:5]=[C:6]([F:9])[C:7]=1[F:8].[CH2:14]([O:16][C:17](=[O:29])[CH:18]([NH2:28])[CH:19]([C:24]([F:27])([F:26])[F:25])[C:20]([F:23])([F:22])[F:21])[CH3:15].N1C=CC=CC=1. The catalyst is C(Cl)Cl. The product is [CH2:14]([O:16][C:17](=[O:29])[CH:18]([NH:28][S:10]([C:4]1[CH:3]=[C:2]([F:1])[C:7]([F:8])=[C:6]([F:9])[CH:5]=1)(=[O:12])=[O:11])[CH:19]([C:20]([F:23])([F:21])[F:22])[C:24]([F:26])([F:27])[F:25])[CH3:15]. The yield is 0.850.